Regression. Given two drug SMILES strings and cell line genomic features, predict the synergy score measuring deviation from expected non-interaction effect. From a dataset of NCI-60 drug combinations with 297,098 pairs across 59 cell lines. Drug 1: CCC1=CC2CC(C3=C(CN(C2)C1)C4=CC=CC=C4N3)(C5=C(C=C6C(=C5)C78CCN9C7C(C=CC9)(C(C(C8N6C)(C(=O)OC)O)OC(=O)C)CC)OC)C(=O)OC.C(C(C(=O)O)O)(C(=O)O)O. Drug 2: CCC1=C2CN3C(=CC4=C(C3=O)COC(=O)C4(CC)O)C2=NC5=C1C=C(C=C5)O. Cell line: SNB-19. Synergy scores: CSS=31.1, Synergy_ZIP=-8.43, Synergy_Bliss=-9.89, Synergy_Loewe=-17.9, Synergy_HSA=-6.03.